This data is from Forward reaction prediction with 1.9M reactions from USPTO patents (1976-2016). The task is: Predict the product of the given reaction. (1) Given the reactants [I:1][C:2]1[CH:9]=[CH:8][C:5]([CH:6]=[O:7])=[CH:4][CH:3]=1.C[Si](C)(C)[C:12]([F:15])([F:14])[F:13].Cl, predict the reaction product. The product is: [F:13][C:12]([F:15])([F:14])[CH:6]([C:5]1[CH:8]=[CH:9][C:2]([I:1])=[CH:3][CH:4]=1)[OH:7]. (2) Given the reactants Cl[C:2]1[N:7]=[C:6]2[NH:8][N:9]=[C:10]([S:11]([CH3:14])(=[O:13])=[O:12])[C:5]2=[C:4]([O:15][CH2:16][CH3:17])[N:3]=1.[O:18]1[CH2:23][CH2:22][N:21]([C:24]2[CH:30]=[CH:29][C:27]([NH2:28])=[CH:26][CH:25]=2)[CH2:20][CH2:19]1.Cl, predict the reaction product. The product is: [CH2:16]([O:15][C:4]1[N:3]=[C:2]([NH:28][C:27]2[CH:26]=[CH:25][C:24]([N:21]3[CH2:22][CH2:23][O:18][CH2:19][CH2:20]3)=[CH:30][CH:29]=2)[N:7]=[C:6]2[NH:8][N:9]=[C:10]([S:11]([CH3:14])(=[O:13])=[O:12])[C:5]=12)[CH3:17]. (3) Given the reactants C(OC([N:8]1[CH2:13][CH2:12][N:11]([C:14]2[N:15]=[N:16][C:17]([C:26]([F:29])([F:28])[F:27])=[C:18]([C:20]3[S:21][C:22]([Cl:25])=[CH:23][CH:24]=3)[CH:19]=2)[CH2:10][CH2:9]1)=O)(C)(C)C, predict the reaction product. The product is: [Cl:25][C:22]1[S:21][C:20]([C:18]2[CH:19]=[C:14]([N:11]3[CH2:12][CH2:13][NH:8][CH2:9][CH2:10]3)[N:15]=[N:16][C:17]=2[C:26]([F:29])([F:27])[F:28])=[CH:24][CH:23]=1. (4) Given the reactants [F:1][C:2]1[CH:3]=[C:4]([CH:7]=[CH:8][CH:9]=1)[CH2:5]Cl.[CH2:10]([N:17]1[C:25]2[C:20](=[CH:21][CH:22]=[C:23]([CH2:26][C:27]([OH:29])=[O:28])[CH:24]=2)[CH:19]=[CH:18]1)[C:11]1[CH:16]=[CH:15][CH:14]=[CH:13][CH:12]=1, predict the reaction product. The product is: [F:1][C:2]1[CH:3]=[C:4]([CH:7]=[CH:8][CH:9]=1)[CH2:5][N:17]1[C:25]2[C:20](=[CH:21][CH:22]=[C:23]([CH2:26][C:27]([OH:29])=[O:28])[CH:24]=2)[CH:19]=[CH:18]1.[CH2:10]([N:17]1[C:25]2[C:20](=[CH:21][CH:22]=[C:23]([CH2:26][C:27]([OH:29])=[O:28])[CH:24]=2)[CH:19]=[CH:18]1)[C:11]1[CH:12]=[CH:13][CH:14]=[CH:15][CH:16]=1. (5) Given the reactants [NH2:1][C:2]1[N:7]=[CH:6][N:5]=[C:4]2[N:8]([CH:19]([C:21]3[O:22][C:23]4[C:28]([C:29](=[O:38])[C:30]=3[C:31]3[CH:36]=[CH:35][CH:34]=[C:33]([F:37])[CH:32]=3)=[CH:27][CH:26]=[CH:25][CH:24]=4)[CH3:20])[N:9]=[C:10]([C:11]3[CH:16]=[CH:15][C:14]([O:17]C)=[CH:13][CH:12]=3)[C:3]=12, predict the reaction product. The product is: [NH2:1][C:2]1[N:7]=[CH:6][N:5]=[C:4]2[N:8]([CH:19]([C:21]3[O:22][C:23]4[C:28]([C:29](=[O:38])[C:30]=3[C:31]3[CH:36]=[CH:35][CH:34]=[C:33]([F:37])[CH:32]=3)=[CH:27][CH:26]=[CH:25][CH:24]=4)[CH3:20])[N:9]=[C:10]([C:11]3[CH:12]=[CH:13][C:14]([OH:17])=[CH:15][CH:16]=3)[C:3]=12. (6) Given the reactants C[O:2][C:3]([C:5]1[C:9]([N+:10]([O-:12])=[O:11])=[CH:8][N:7]([CH:13]2[CH2:18][CH2:17][CH2:16][CH2:15][O:14]2)[N:6]=1)=O.[H-], predict the reaction product. The product is: [N+:10]([C:9]1[C:5]([CH2:3][OH:2])=[N:6][N:7]([CH:13]2[CH2:18][CH2:17][CH2:16][CH2:15][O:14]2)[CH:8]=1)([O-:12])=[O:11]. (7) Given the reactants [CH2:1]([N:8]1[CH2:13][CH2:12][C:11](=[O:14])[CH2:10][CH2:9]1)[C:2]1[CH:7]=[CH:6][CH:5]=[CH:4][CH:3]=1.[F:15][C:16]([Si](C)(C)C)([F:18])[F:17].[F-].C([N+](CCCC)(CCCC)CCCC)CCC.Cl, predict the reaction product. The product is: [CH2:1]([N:8]1[CH2:13][CH2:12][C:11]([OH:14])([C:16]([F:18])([F:17])[F:15])[CH2:10][CH2:9]1)[C:2]1[CH:3]=[CH:4][CH:5]=[CH:6][CH:7]=1.